This data is from Full USPTO retrosynthesis dataset with 1.9M reactions from patents (1976-2016). The task is: Predict the reactants needed to synthesize the given product. The reactants are: [C:1]([C:4]1[CH:5]=[C:6]([C:11]2[C:12]([C@@H:17]([NH:27]C(=O)OC(C)(C)C)[CH2:18][C:19]3[CH:24]=[C:23]([F:25])[CH:22]=[C:21]([F:26])[CH:20]=3)=[N:13][CH:14]=[N:15][CH:16]=2)[CH:7]=[CH:8][C:9]=1[F:10])(=[O:3])[NH2:2].Cl. Given the product [NH2:27][C@H:17]([C:12]1[C:11]([C:6]2[CH:7]=[CH:8][C:9]([F:10])=[C:4]([CH:5]=2)[C:1]([NH2:2])=[O:3])=[CH:16][N:15]=[CH:14][N:13]=1)[CH2:18][C:19]1[CH:24]=[C:23]([F:25])[CH:22]=[C:21]([F:26])[CH:20]=1, predict the reactants needed to synthesize it.